From a dataset of Forward reaction prediction with 1.9M reactions from USPTO patents (1976-2016). Predict the product of the given reaction. Given the reactants [F:1][C:2]([F:13])([F:12])[C:3]1[CH:8]=[CH:7][C:6]([CH2:9][C:10]#N)=[CH:5][CH:4]=1.[H-].[Na+].CI.[CH2:18](OC(=O)C)C.C[N:25]([CH:27]=O)C, predict the reaction product. The product is: [CH3:10][C:9]([C:6]1[CH:7]=[CH:8][C:3]([C:2]([F:13])([F:12])[F:1])=[CH:4][CH:5]=1)([CH3:18])[C:27]#[N:25].